From a dataset of Forward reaction prediction with 1.9M reactions from USPTO patents (1976-2016). Predict the product of the given reaction. (1) Given the reactants C1C2C(COC(N[C@H](C(OC(C)(C)C)=O)CSC[C@@H](CCCCCCCCCC([O-])=O)CCCCCCCCCCC([O-])=O)=O)C3C(=CC=CC=3)C=2C=CC=1.[C:56]([O:69][C@H:70]([CH2:96][O:97][C:98](=[O:110])[CH2:99][CH2:100][CH2:101][CH2:102][CH2:103][CH2:104][CH2:105][CH2:106][CH2:107]CC)[CH2:71][S:72][CH2:73][C@@H:74]([C:93]([OH:95])=[O:94])[NH:75][C:76](=[O:92])[O:77][CH2:78][CH:79]1[C:91]2[CH:90]=[CH:89][CH:88]=[CH:87][C:86]=2[C:85]2[C:80]1=[CH:81][CH:82]=[CH:83][CH:84]=2)(=[O:68])[CH2:57][CH2:58][CH2:59][CH2:60][CH2:61][CH2:62][CH2:63][CH2:64][CH2:65]CC, predict the reaction product. The product is: [C:56]([O:69][C@H:70]([CH2:96][O:97][C:98](=[O:110])[CH2:99][CH2:100][CH2:101][CH2:102][CH2:103][CH2:104][CH2:105][CH2:106][CH3:107])[CH2:71][S:72][CH2:73][C@@H:74]([C:93]([OH:95])=[O:94])[NH:75][C:76](=[O:92])[O:77][CH2:78][CH:79]1[C:91]2[CH:90]=[CH:89][CH:88]=[CH:87][C:86]=2[C:85]2[C:80]1=[CH:81][CH:82]=[CH:83][CH:84]=2)(=[O:68])[CH2:57][CH2:58][CH2:59][CH2:60][CH2:61][CH2:62][CH2:63][CH2:64][CH3:65]. (2) Given the reactants [CH:1]1([N:4]([CH2:29][C:30]2[CH:35]=[C:34]([CH2:36][CH2:37][CH2:38][O:39][CH3:40])[CH:33]=[C:32]([O:41][CH2:42][CH2:43][O:44][CH3:45])[CH:31]=2)[C:5]([C@@H:7]2[C@:12]([C:14]3[CH:19]=[CH:18][C:17]([F:20])=[C:16]([F:21])[CH:15]=3)([OH:13])[CH2:11][CH2:10][N:9]([C:22]([O:24][C:25]([CH3:28])([CH3:27])[CH3:26])=[O:23])[CH2:8]2)=[O:6])[CH2:3][CH2:2]1.[Na+].[I-].[H-].[Na+].Br[CH2:51][CH2:52][O:53][CH3:54], predict the reaction product. The product is: [CH:1]1([N:4]([CH2:29][C:30]2[CH:35]=[C:34]([CH2:36][CH2:37][CH2:38][O:39][CH3:40])[CH:33]=[C:32]([O:41][CH2:42][CH2:43][O:44][CH3:45])[CH:31]=2)[C:5]([C@@H:7]2[C@:12]([C:14]3[CH:19]=[CH:18][C:17]([F:20])=[C:16]([F:21])[CH:15]=3)([O:13][CH2:51][CH2:52][O:53][CH3:54])[CH2:11][CH2:10][N:9]([C:22]([O:24][C:25]([CH3:28])([CH3:27])[CH3:26])=[O:23])[CH2:8]2)=[O:6])[CH2:3][CH2:2]1.